From a dataset of Forward reaction prediction with 1.9M reactions from USPTO patents (1976-2016). Predict the product of the given reaction. (1) Given the reactants [Br-].[CH2:2]([P+](C1C=CC=CC=1)(C1C=CC=CC=1)C1C=CC=CC=1)[C:3]1[CH:8]=[CH:7][CH:6]=[CH:5][CH:4]=1.[Li]CCCC.[C:33]([N:40]1[C@@H:45]([CH:46]=O)[CH2:44][CH2:43][CH2:42][C@@H:41]1[CH3:48])([O:35][C:36]([CH3:39])([CH3:38])[CH3:37])=[O:34].CCOC(C)=O.CCCCCC, predict the reaction product. The product is: [C:33]([N:40]1[C@@H:41]([CH:48]=[CH:2][C:3]2[CH:4]=[CH:5][CH:6]=[CH:7][CH:8]=2)[CH2:42][CH2:43][CH2:44][C@@H:45]1[CH3:46])([O:35][C:36]([CH3:39])([CH3:38])[CH3:37])=[O:34]. (2) Given the reactants [CH2:1]([O:3][C:4]([C:6]1([CH3:27])[CH2:11][CH2:10][N:9]([C:12]2[CH2:26][C:15]3([CH2:18][N:17](C(OC(C)(C)C)=O)[CH2:16]3)[O:14][N:13]=2)[CH2:8][CH2:7]1)=[O:5])[CH3:2].[CH2:28]([O:30][C:31]1[CH:36]=[C:35]([CH:37]=O)[CH:34]=[C:33]([O:39][CH3:40])[C:32]=1[C:41]1[CH:46]=[CH:45][C:44]([F:47])=[CH:43][CH:42]=1)[CH3:29], predict the reaction product. The product is: [CH2:28]([O:30][C:31]1[CH:36]=[C:35]([CH2:37][N:17]2[CH2:18][C:15]3([CH2:26][C:12]([N:9]4[CH2:8][CH2:7][C:6]([CH3:27])([C:4]([O:3][CH2:1][CH3:2])=[O:5])[CH2:11][CH2:10]4)=[N:13][O:14]3)[CH2:16]2)[CH:34]=[C:33]([O:39][CH3:40])[C:32]=1[C:41]1[CH:42]=[CH:43][C:44]([F:47])=[CH:45][CH:46]=1)[CH3:29].